Task: Predict the reaction yield, written as a fraction of the theoretical maximum amount of product (1.0 means a 100% yield; for example, 0.34 means a 34% yield).. Dataset: Reaction yield outcomes from USPTO patents with 853,638 reactions The reactants are N#N.[Mg].II.Br[C:7]1[CH:12]=[CH:11][C:10]([C:13]#[C:14][C:15]2[CH:20]=[CH:19][C:18]([CH2:21][CH3:22])=[CH:17][CH:16]=2)=[CH:9][CH:8]=1.[CH:23](N1CCCCC1)=[O:24]. The catalyst is C1COCC1.BrC1C=CC(C#CC2C=CC(CC)=CC=2)=CC=1. The product is [CH2:21]([C:18]1[CH:19]=[CH:20][C:15]([C:14]#[C:13][C:10]2[CH:11]=[CH:12][C:7]([CH:23]=[O:24])=[CH:8][CH:9]=2)=[CH:16][CH:17]=1)[CH3:22]. The yield is 0.840.